Task: Predict the reactants needed to synthesize the given product.. Dataset: Full USPTO retrosynthesis dataset with 1.9M reactions from patents (1976-2016) (1) Given the product [F:1][C:2]1[CH:7]=[CH:6][CH:5]=[CH:4][C:3]=1[C:8]1[CH:13]=[N:12][C:11]([N:14]2[C:22]3[C:17](=[CH:18][CH:19]=[C:20]([C:23]([N:25]4[CH2:30][CH2:29][NH:28][CH2:27][CH2:26]4)=[O:24])[CH:21]=3)[C:16]([S:38]([CH3:40])=[O:39])=[CH:15]2)=[N:10][CH:9]=1, predict the reactants needed to synthesize it. The reactants are: [F:1][C:2]1[CH:7]=[CH:6][CH:5]=[CH:4][C:3]=1[C:8]1[CH:9]=[N:10][C:11]([N:14]2[C:22]3[C:17](=[CH:18][CH:19]=[C:20]([C:23]([N:25]4[CH2:30][CH2:29][N:28](C(OC(C)(C)C)=O)[CH2:27][CH2:26]4)=[O:24])[CH:21]=3)[C:16]([S:38]([CH3:40])=[O:39])=[CH:15]2)=[N:12][CH:13]=1.CS(C1C2C(=CC(C(N3CCNCC3)=O)=CC=2)N(C2N=CC(C3C=CC=CC=3)=CN=2)C=1)=O. (2) The reactants are: [CH2:1]([O:8][C:9]([N:11]1[CH2:16][CH2:15][CH:14]([CH2:17][NH:18][C:19]2[CH:24]=[CH:23][N:22]=[C:21]([C:25](O)=[O:26])[CH:20]=2)[CH2:13][CH2:12]1)=[O:10])[C:2]1[CH:7]=[CH:6][CH:5]=[CH:4][CH:3]=1.B.O1CCCC1. Given the product [CH2:1]([O:8][C:9]([N:11]1[CH2:12][CH2:13][CH:14]([CH2:17][NH:18][C:19]2[CH:24]=[CH:23][N:22]=[C:21]([CH2:25][OH:26])[CH:20]=2)[CH2:15][CH2:16]1)=[O:10])[C:2]1[CH:7]=[CH:6][CH:5]=[CH:4][CH:3]=1, predict the reactants needed to synthesize it. (3) Given the product [NH2:1][C@@H:2]([C:11]1[CH:16]=[CH:15][CH:14]=[C:13]([F:17])[CH:12]=1)[CH2:3][C:4]([OH:6])=[O:5], predict the reactants needed to synthesize it. The reactants are: [NH2:1][C@@H:2]([C:11]1[CH:16]=[CH:15][CH:14]=[C:13]([F:17])[CH:12]=1)[CH2:3][C:4]([O:6]C(C)(C)C)=[O:5].C(O)(C(F)(F)F)=O. (4) Given the product [F:36][C:33]1[CH:32]=[CH:31][C:30]([CH:27]2[CH2:28][CH2:29][N:25]([C:23]([C:6]3[N:7]=[C:8]4[C:13]([C:14]([F:17])([F:16])[F:15])=[CH:12][C:11]([C:18]5[CH:22]=[CH:21][O:20][CH:19]=5)=[CH:10][N:9]4[C:5]=3[CH2:4][C:3]([OH:37])=[O:2])=[O:24])[CH2:26]2)=[CH:35][CH:34]=1, predict the reactants needed to synthesize it. The reactants are: C[O:2][C:3](=[O:37])[CH2:4][C:5]1[N:9]2[CH:10]=[C:11]([C:18]3[CH:22]=[CH:21][O:20][CH:19]=3)[CH:12]=[C:13]([C:14]([F:17])([F:16])[F:15])[C:8]2=[N:7][C:6]=1[C:23]([N:25]1[CH2:29][CH2:28][CH:27]([C:30]2[CH:35]=[CH:34][C:33]([F:36])=[CH:32][CH:31]=2)[CH2:26]1)=[O:24].[OH-].[Li+]. (5) Given the product [Cl:12][C:5]1[CH:6]=[C:7]([C:8]([NH:10][CH3:11])=[O:9])[C:2]2[N:3]([C:14]([CH3:21])=[C:15]([C:16]([F:19])([F:18])[F:17])[N:1]=2)[N:4]=1, predict the reactants needed to synthesize it. The reactants are: [NH2:1][C:2]1[N:3]=[N:4][C:5]([Cl:12])=[CH:6][C:7]=1[C:8]([NH:10][CH3:11])=[O:9].Br[CH:14]([CH3:21])[C:15](=O)[C:16]([F:19])([F:18])[F:17]. (6) Given the product [F:1][C:2]1[C:7]([O:8][CH3:9])=[CH:6][C:5]([O:10][CH3:11])=[C:4]([F:12])[C:3]=1[C:13]1[N:18]=[C:17]2[NH:19][N:20]=[C:21]([C:32]3[CH:33]=[C:34]4[C:29](=[CH:30][CH:31]=3)[C:28](=[O:45])[N:27]([CH2:26][CH2:25][N:24]([CH3:46])[CH3:23])[CH2:35]4)[C:16]2=[CH:15][N:14]=1, predict the reactants needed to synthesize it. The reactants are: [F:1][C:2]1[C:7]([O:8][CH3:9])=[CH:6][C:5]([O:10][CH3:11])=[C:4]([F:12])[C:3]=1[C:13]1[N:18]=[C:17]2[NH:19][N:20]=[C:21](I)[C:16]2=[CH:15][N:14]=1.[CH3:23][N:24]([CH3:46])[CH2:25][CH2:26][N:27]1[CH2:35][C:34]2[C:29](=[CH:30][CH:31]=[C:32](B3OC(C)(C)C(C)(C)O3)[CH:33]=2)[C:28]1=[O:45]. (7) Given the product [C:42]([O:41][C:40]([NH:39][C@@H:36]([C:32]1[CH:33]=[C:34]([C:9]2[CH:27]=[CH:26][CH:25]=[C:11]([CH2:12][O:13][C:14]3[CH:19]=[CH:18][CH:17]=[CH:16][C:15]=3[CH2:20][C:21]([O:23][CH3:24])=[O:22])[CH:10]=2)[CH:35]=[CH:30][CH:31]=1)[CH2:37][OH:38])=[O:46])([CH3:45])([CH3:43])[CH3:44], predict the reactants needed to synthesize it. The reactants are: CC1(C)C(C)(C)OB([C:9]2[CH:10]=[C:11]([CH:25]=[CH:26][CH:27]=2)[CH2:12][O:13][C:14]2[CH:19]=[CH:18][CH:17]=[CH:16][C:15]=2[CH2:20][C:21]([O:23][CH3:24])=[O:22])O1.Br[C:30]1[CH:31]=[C:32]([C@H:36]([NH:39][C:40](=[O:46])[O:41][C:42]([CH3:45])([CH3:44])[CH3:43])[CH2:37][OH:38])[CH:33]=[CH:34][CH:35]=1.[O-]P([O-])([O-])=O.[K+].[K+].[K+].C(Cl)Cl. (8) Given the product [N+:1]([C:4]1[N:5]=[CH:6][N:7]([CH2:10][CH2:11][C:12]2[CH:17]=[CH:16][CH:15]=[CH:14][CH:13]=2)[CH:8]=1)([O-:3])=[O:2], predict the reactants needed to synthesize it. The reactants are: [N+:1]([C:4]1[N:5]=[CH:6][NH:7][CH:8]=1)([O-:3])=[O:2].Br[CH2:10][CH2:11][C:12]1[CH:17]=[CH:16][CH:15]=[CH:14][CH:13]=1.CN1C=C([N+]([O-])=O)N=C1.